Dataset: Forward reaction prediction with 1.9M reactions from USPTO patents (1976-2016). Task: Predict the product of the given reaction. Given the reactants Br[CH2:2][CH2:3][CH2:4][CH2:5][CH2:6][C:7]([NH:9][CH2:10][C:11]1[CH:12]=[N:13][CH:14]=[CH:15][CH:16]=1)=[O:8].[CH3:17][O:18][C:19]1[CH:24]=[CH:23][C:22]([C:25]2[CH:30]=[CH:29][CH:28]=[CH:27][C:26]=2[N:31]2[CH2:36][CH2:35][NH:34][CH2:33][CH2:32]2)=[CH:21][CH:20]=1, predict the reaction product. The product is: [CH3:17][O:18][C:19]1[CH:20]=[CH:21][C:22]([C:25]2[CH:30]=[CH:29][CH:28]=[CH:27][C:26]=2[N:31]2[CH2:36][CH2:35][N:34]([CH2:2][CH2:3][CH2:4][CH2:5][CH2:6][C:7]([NH:9][CH2:10][C:11]3[CH:12]=[N:13][CH:14]=[CH:15][CH:16]=3)=[O:8])[CH2:33][CH2:32]2)=[CH:23][CH:24]=1.